From a dataset of Reaction yield outcomes from USPTO patents with 853,638 reactions. Predict the reaction yield, written as a fraction of the theoretical maximum amount of product (1.0 means a 100% yield; for example, 0.34 means a 34% yield). (1) The reactants are C[O:2][C:3](=O)[C:4]1[CH:9]=[C:8]([O:10][CH2:11][C:12]2[CH:17]=[CH:16][CH:15]=[CH:14][CH:13]=2)[CH:7]=[N:6][CH:5]=1.[BH4-].[Li+].O.Cl. The catalyst is C1(C)C=CC=CC=1.C1COCC1. The product is [CH2:11]([O:10][C:8]1[CH:9]=[C:4]([CH2:3][OH:2])[CH:5]=[N:6][CH:7]=1)[C:12]1[CH:13]=[CH:14][CH:15]=[CH:16][CH:17]=1. The yield is 0.590. (2) The reactants are [Cl:1][C:2]1[CH:3]=[C:4]2[O:8][C:7]([C:9]3[S:10][CH:11]=[CH:12][CH:13]=3)=[N:6][C:5]2=[C:14]([C:16]([OH:18])=O)[CH:15]=1.Cl.Cl.[NH2:21][C@H:22]1[CH:27]2[CH2:28][CH2:29][N:24]([CH2:25][CH2:26]2)[CH2:23]1.Cl.C(N=C=NCCCN(C)C)C.ON1C2C=CC=CC=2N=N1.C(N(CC)CC)C. The catalyst is CN(C=O)C.ClCCl. The product is [N:24]12[CH2:29][CH2:28][CH:27]([CH2:26][CH2:25]1)[C@H:22]([NH:21][C:16]([C:14]1[CH:15]=[C:2]([Cl:1])[CH:3]=[C:4]3[O:8][C:7]([C:9]4[S:10][CH:11]=[CH:12][CH:13]=4)=[N:6][C:5]=13)=[O:18])[CH2:23]2. The yield is 0.310. (3) The reactants are [Cl:1][C:2]1[C:11]([O:12]C(C)C)=[C:10]2[C:5]([CH:6]=[CH:7][CH:8]=[N:9]2)=[C:4]([C:16]2[CH:17]=[N:18][CH:19]=[CH:20][CH:21]=2)[CH:3]=1.B(Cl)(Cl)Cl. No catalyst specified. The product is [Cl:1][C:2]1[C:11]([OH:12])=[C:10]2[C:5]([CH:6]=[CH:7][CH:8]=[N:9]2)=[C:4]([C:16]2[CH:17]=[N:18][CH:19]=[CH:20][CH:21]=2)[CH:3]=1. The yield is 0.940.